Dataset: Reaction yield outcomes from USPTO patents with 853,638 reactions. Task: Predict the reaction yield, written as a fraction of the theoretical maximum amount of product (1.0 means a 100% yield; for example, 0.34 means a 34% yield). (1) The reactants are C(Cl)(=O)C(Cl)=O.CS(C)=O.[C:11]([O:15][C:16]([NH:18][C@H:19]1[CH2:24][CH2:23][C@H:22]([OH:25])[CH2:21][CH2:20]1)=[O:17])([CH3:14])([CH3:13])[CH3:12].C(N(CC)CC)C. The catalyst is C(Cl)Cl.O. The product is [O:25]=[C:22]1[CH2:21][CH2:20][CH:19]([NH:18][C:16](=[O:17])[O:15][C:11]([CH3:13])([CH3:12])[CH3:14])[CH2:24][CH2:23]1. The yield is 0.900. (2) The reactants are B(Br)(Br)Br.[Br:5][C:6]1[CH:11]=[CH:10][CH:9]=[C:8]([O:12]C)[C:7]=1[NH2:14]. The catalyst is C(Cl)Cl. The product is [NH2:14][C:7]1[C:6]([Br:5])=[CH:11][CH:10]=[CH:9][C:8]=1[OH:12]. The yield is 0.580. (3) The reactants are [CH3:1][O:2][C:3]1[CH:4]=[C:5]2[C:10](=[CH:11][C:12]=1[O:13][CH3:14])[N:9]=[CH:8][CH:7]=[C:6]2[O:15][C:16]1[C:22]([CH3:23])=[CH:21][C:19]([NH2:20])=[C:18]([CH3:24])[CH:17]=1.C(N(CC)CC)C.ClC(Cl)(O[C:36](=[O:42])OC(Cl)(Cl)Cl)Cl.[CH2:44]([N:48]([CH2:52][CH2:53][CH2:54][CH3:55])[CH2:49][CH2:50][NH2:51])[CH2:45][CH2:46][CH3:47]. The catalyst is C(Cl)(Cl)Cl.O. The product is [CH2:44]([N:48]([CH2:52][CH2:53][CH2:54][CH3:55])[CH2:49][CH2:50][NH:51][C:36]([NH:20][C:19]1[CH:21]=[C:22]([CH3:23])[C:16]([O:15][C:6]2[C:5]3[C:10](=[CH:11][C:12]([O:13][CH3:14])=[C:3]([O:2][CH3:1])[CH:4]=3)[N:9]=[CH:8][CH:7]=2)=[CH:17][C:18]=1[CH3:24])=[O:42])[CH2:45][CH2:46][CH3:47]. The yield is 0.510. (4) The reactants are [CH3:1][C:2]1[S:3][C:4]2[CH:10]=[C:9]([S:11](Cl)(=[O:13])=[O:12])[CH:8]=[CH:7][C:5]=2[N:6]=1.[CH3:15][NH:16][CH3:17].C(N(CC)CC)C.CCCCCC. The catalyst is O1CCCC1.C(OCC)(=O)C. The product is [CH3:15][N:16]([CH3:17])[S:11]([C:9]1[CH:8]=[CH:7][C:5]2[N:6]=[C:2]([CH3:1])[S:3][C:4]=2[CH:10]=1)(=[O:13])=[O:12]. The yield is 0.930.